From a dataset of Catalyst prediction with 721,799 reactions and 888 catalyst types from USPTO. Predict which catalyst facilitates the given reaction. (1) Reactant: [F:1][C:2]1[CH:30]=[CH:29][C:5]([CH2:6][C:7]2([CH2:18][NH:19][C@@H:20]3[CH2:22][C@H:21]3[C:23]3[CH:28]=[CH:27][CH:26]=[CH:25][CH:24]=3)[CH2:12][CH2:11][N:10]([CH2:13][CH2:14][C:15](O)=[O:16])[CH2:9][CH2:8]2)=[CH:4][CH:3]=1.F[P-](F)(F)(F)(F)F.[N:38]1(O[P+](N(C)C)(N(C)C)N(C)C)[C:42]2C=CC=CC=2N=N1.CN.C(N(CC)CC)C. Product: [F:1][C:2]1[CH:3]=[CH:4][C:5]([CH2:6][C:7]2([CH2:18][NH:19][C@@H:20]3[CH2:22][C@H:21]3[C:23]3[CH:24]=[CH:25][CH:26]=[CH:27][CH:28]=3)[CH2:12][CH2:11][N:10]([CH2:13][CH2:14][C:15]([NH:38][CH3:42])=[O:16])[CH2:9][CH2:8]2)=[CH:29][CH:30]=1. The catalyst class is: 9. (2) Reactant: [CH3:1][C:2]1[C:6]([CH:7](O)[C:8]2[O:9][C:10]3[CH:16]=[CH:15][C:14]([CH2:17][C:18]([NH:20][CH:21]([C:28]4[CH:33]=[CH:32][C:31]([CH3:34])=[CH:30][C:29]=4[CH3:35])[C:22]4[CH:27]=[CH:26][CH:25]=[CH:24][CH:23]=4)=[O:19])=[CH:13][C:11]=3[CH:12]=2)=[C:5]([CH3:37])[O:4][N:3]=1.O=S(Cl)[Cl:40]. Product: [Cl:40][CH:7]([C:6]1[C:2]([CH3:1])=[N:3][O:4][C:5]=1[CH3:37])[C:8]1[O:9][C:10]2[CH:16]=[CH:15][C:14]([CH2:17][C:18]([NH:20][CH:21]([C:28]3[CH:33]=[CH:32][C:31]([CH3:34])=[CH:30][C:29]=3[CH3:35])[C:22]3[CH:23]=[CH:24][CH:25]=[CH:26][CH:27]=3)=[O:19])=[CH:13][C:11]=2[CH:12]=1. The catalyst class is: 2. (3) Reactant: N1C=CC=CC=1.[CH3:7][S:8]([O:11]S(C)(=O)=O)(=[O:10])=[O:9].[Cl:16][C:17]1[CH:18]=[C:19]2[C:23](=[CH:24][CH:25]=1)[N:22]([CH3:26])[CH:21]=[C:20]2[C:27]1[C:28](=[O:46])[NH:29][C:30](=[O:45])[C:31]=1[C:32]1[C:40]2[C:35](=[CH:36][CH:37]=[CH:38][CH:39]=2)[N:34]([CH2:41][CH2:42][CH2:43]O)[N:33]=1.Cl. Product: [Cl:16][C:17]1[CH:18]=[C:19]2[C:23](=[CH:24][CH:25]=1)[N:22]([CH3:26])[CH:21]=[C:20]2[C:27]1[C:28](=[O:46])[NH:29][C:30](=[O:45])[C:31]=1[C:32]1[C:40]2[C:35](=[CH:36][CH:37]=[CH:38][CH:39]=2)[N:34]([CH2:41][CH2:42][CH2:43][O:11][S:8]([CH3:7])(=[O:10])=[O:9])[N:33]=1. The catalyst class is: 1. (4) Reactant: [CH2:1]([O:3][C:4]([C:6]1[C:7](Cl)=[N:8][C:9]([S:12][CH3:13])=[N:10][CH:11]=1)=[O:5])[CH3:2].CN.[CH2:17]([N:19](CC)CC)C. Product: [CH2:1]([O:3][C:4]([C:6]1[C:7]([NH:19][CH3:17])=[N:8][C:9]([S:12][CH3:13])=[N:10][CH:11]=1)=[O:5])[CH3:2]. The catalyst class is: 7. (5) Reactant: C([O:8][C:9]1[C:10]2[N:11]([CH:40]=[CH:41][N:42]=2)[C:12]([C:15]2[N:16]=[C:17]([N:34]3[CH2:39][CH2:38][O:37][CH2:36][CH2:35]3)[C:18]3[S:23][C:22]([CH2:24][N:25]4[CH2:30][CH2:29][CH:28]([N:31]([CH3:33])[CH3:32])[CH2:27][CH2:26]4)=[CH:21][C:19]=3[N:20]=2)=[CH:13][CH:14]=1)C1C=CC=CC=1. Product: [CH3:32][N:31]([CH3:33])[CH:28]1[CH2:29][CH2:30][N:25]([CH2:24][C:22]2[S:23][C:18]3[C:17]([N:34]4[CH2:39][CH2:38][O:37][CH2:36][CH2:35]4)=[N:16][C:15]([C:12]4[N:11]5[CH:40]=[CH:41][N:42]=[C:10]5[C:9]([OH:8])=[CH:14][CH:13]=4)=[N:20][C:19]=3[CH:21]=2)[CH2:26][CH2:27]1. The catalyst class is: 67. (6) Reactant: [CH:1]12[CH:8]([N:9]([CH3:17])[C:10](=[O:16])[O:11][C:12]([CH3:15])([CH3:14])[CH3:13])[CH:5]([CH2:6][CH2:7]1)[CH2:4][NH:3][CH2:2]2.C[Al](C)C.[O:22]1[CH2:24][CH:23]1[CH2:25][O:26][C:27]1[CH:34]=[CH:33][C:30]([C:31]#[N:32])=[CH:29][CH:28]=1. Product: [C:31]([C:30]1[CH:33]=[CH:34][C:27]([O:26][CH2:25][CH:23]([OH:22])[CH2:24][N:3]2[CH2:4][CH:5]3[CH:8]([N:9]([CH3:17])[C:10](=[O:16])[O:11][C:12]([CH3:13])([CH3:14])[CH3:15])[CH:1]([CH2:7][CH2:6]3)[CH2:2]2)=[CH:28][CH:29]=1)#[N:32]. The catalyst class is: 4. (7) Reactant: CO[C:3](=[O:13])[C:4]1[CH:12]=[CH:11][CH:10]=[C:6]([C:7]([OH:9])=[O:8])[CH:5]=1.CCN(CC)CC.ClC(OCC(C)C)=O.[CH3:29][NH:30][CH2:31][CH:32]=[CH2:33]. Product: [CH2:31]([N:30]([CH3:29])[C:3](=[O:13])[C:4]1[CH:5]=[C:6]([CH:10]=[CH:11][CH:12]=1)[C:7]([OH:9])=[O:8])[CH:32]=[CH2:33]. The catalyst class is: 20.